This data is from Full USPTO retrosynthesis dataset with 1.9M reactions from patents (1976-2016). The task is: Predict the reactants needed to synthesize the given product. (1) Given the product [Si:1]([O:18][C@@H:19]1[C@H:23]([CH2:24]/[CH:25]=[CH:26]\[CH2:27][CH2:28][CH2:29][C:30]([O:32][CH3:33])=[O:31])[C@@H:22](/[CH:34]=[CH:35]/[C:36]([O:43][Si:44]([C:57]([CH3:60])([CH3:59])[CH3:58])([C:45]2[CH:46]=[CH:47][CH:48]=[CH:49][CH:50]=2)[C:51]2[CH:56]=[CH:55][CH:54]=[CH:53][CH:52]=2)([CH3:42])[CH2:37][CH2:38][CH2:39][CH2:40][CH3:41])[C@H:21]([OH:61])[CH2:20]1)([C:14]([CH3:15])([CH3:16])[CH3:17])([C:2]1[CH:7]=[CH:6][CH:5]=[CH:4][CH:3]=1)[C:8]1[CH:13]=[CH:12][CH:11]=[CH:10][CH:9]=1, predict the reactants needed to synthesize it. The reactants are: [Si:1]([O:18][C@@H:19]1[C@H:23]([CH2:24]/[CH:25]=[CH:26]\[CH2:27][CH2:28][CH2:29][C:30]([O:32][CH3:33])=[O:31])[C@@H:22](/[CH:34]=[CH:35]/[C:36]([O:43][Si:44]([C:57]([CH3:60])([CH3:59])[CH3:58])([C:51]2[CH:56]=[CH:55][CH:54]=[CH:53][CH:52]=2)[C:45]2[CH:50]=[CH:49][CH:48]=[CH:47][CH:46]=2)([CH3:42])[CH2:37][CH2:38][CH2:39][CH2:40][CH3:41])[C@H:21]([O:61]C2CCCCO2)[CH2:20]1)([C:14]([CH3:17])([CH3:16])[CH3:15])([C:8]1[CH:13]=[CH:12][CH:11]=[CH:10][CH:9]=1)[C:2]1[CH:7]=[CH:6][CH:5]=[CH:4][CH:3]=1. (2) Given the product [CH2:1]([O:8][C:9]1[CH:14]=[CH:13][C:12]([OH:15])=[CH:11][C:10]=1[S:16]([CH2:18][CH3:22])=[O:17])[C:2]1[CH:3]=[CH:4][CH:5]=[CH:6][CH:7]=1, predict the reactants needed to synthesize it. The reactants are: [CH2:1]([O:8][C:9]1[CH:14]=[CH:13][C:12]([OH:15])=[CH:11][C:10]=1[S:16]([CH3:18])=[O:17])[C:2]1[CH:7]=[CH:6][CH:5]=[CH:4][CH:3]=1.[H-].[Na+].O.[CH3:22]N(C)C=O. (3) Given the product [Br:20][CH2:34][C:32]1[CH:31]=[CH:30][C:29]([C:36]2[CH:41]=[C:40]([O:42][CH3:43])[CH:39]=[CH:38][C:37]=2[F:44])=[C:28]([C:27]2[C:23]([CH3:45])([CH3:22])[CH2:24][CH2:25][CH:26]=2)[CH:33]=1, predict the reactants needed to synthesize it. The reactants are: C1(P(C2C=CC=CC=2)C2C=CC=CC=2)C=CC=CC=1.[Br:20]Br.[CH3:22][C:23]1([CH3:45])[C:27]([C:28]2[CH:33]=[C:32]([CH2:34]O)[CH:31]=[CH:30][C:29]=2[C:36]2[CH:41]=[C:40]([O:42][CH3:43])[CH:39]=[CH:38][C:37]=2[F:44])=[CH:26][CH2:25][CH2:24]1.N1C=CC=CC=1.